From a dataset of Forward reaction prediction with 1.9M reactions from USPTO patents (1976-2016). Predict the product of the given reaction. (1) Given the reactants [NH:1]1[CH2:4][CH:3]([CH:5]2[CH2:10][CH2:9][N:8]([C:11]([C:13]3[S:14][CH:15]=[CH:16][N:17]=3)=[O:12])[CH2:7][CH2:6]2)[CH2:2]1.[F:18][C:19]1[CH:24]=[CH:23][C:22]([N:25]2[C:33]3[C:28](=[CH:29][C:30]([C:34](O)=[O:35])=[CH:31][CH:32]=3)[CH:27]=[CH:26]2)=[CH:21][CH:20]=1.CCN(CC)CC.CN(C(ON1N=NC2C=CC=NC1=2)=[N+](C)C)C.F[P-](F)(F)(F)(F)F, predict the reaction product. The product is: [F:18][C:19]1[CH:24]=[CH:23][C:22]([N:25]2[C:33]3[C:28](=[CH:29][C:30]([C:34]([N:1]4[CH2:2][CH:3]([CH:5]5[CH2:6][CH2:7][N:8]([C:11]([C:13]6[S:14][CH:15]=[CH:16][N:17]=6)=[O:12])[CH2:9][CH2:10]5)[CH2:4]4)=[O:35])=[CH:31][CH:32]=3)[CH:27]=[CH:26]2)=[CH:21][CH:20]=1. (2) Given the reactants Br[C:2]1[CH:3]=[CH:4][C:5]2[C:9]([CH:10]=1)=[N:8][N:7]([C:11]1[CH:16]=[CH:15][C:14]([C:17]([F:20])([F:19])[F:18])=[CH:13][CH:12]=1)[C:6]=2[Cl:21].[CH3:22][O:23][C:24]1[CH:29]=[CH:28][CH:27]=[CH:26][C:25]=1B(O)O.C([O-])([O-])=O.[Na+].[Na+], predict the reaction product. The product is: [Cl:21][C:6]1[N:7]([C:11]2[CH:16]=[CH:15][C:14]([C:17]([F:20])([F:19])[F:18])=[CH:13][CH:12]=2)[N:8]=[C:9]2[C:5]=1[CH:4]=[CH:3][C:2]([C:25]1[CH:26]=[CH:27][CH:28]=[CH:29][C:24]=1[O:23][CH3:22])=[CH:10]2. (3) Given the reactants [C:1]1([N:7]2[C:15]3[CH:14]=[CH:13][CH:12]=[CH:11][C:10]=3[C:9]3[CH2:16][C:17]4[C:22]([C:8]2=3)=[CH:21][CH:20]=[CH:19][CH:18]=4)[CH:6]=[CH:5][CH:4]=[CH:3][CH:2]=1.[C:23]1([CH3:29])[CH:28]=[CH:27][CH:26]=CC=1.[Li][CH2:31][CH2:32][CH2:33]C.[Cl-:35].[Cl-].[Cl-].[Cl-].[Zr+4:39], predict the reaction product. The product is: [Cl-:35].[Cl-:35].[C:32](=[Zr+2:39]([CH:16]1[C:9]2[C:10]3[CH:11]=[CH:12][CH:13]=[CH:14][C:15]=3[N:7]([C:1]3[CH:2]=[CH:3][CH:4]=[CH:5][CH:6]=3)[C:8]=2[C:22]2[C:17]1=[CH:18][CH:19]=[CH:20][CH:21]=2)[CH:23]1[CH:28]=[CH:27][CH:26]=[CH:29]1)([CH3:33])[CH3:31]. (4) The product is: [F:1][C:2]1[CH:3]=[C:4]([C:24]#[C:23][Si:20]([CH3:22])([CH3:21])[CH3:19])[C:5]([NH2:8])=[N:6][CH:7]=1. Given the reactants [F:1][C:2]1[CH:3]=[C:4](I)[C:5]([NH2:8])=[N:6][CH:7]=1.N#N.CCN(CC)CC.[CH3:19][Si:20]([C:23]#[CH:24])([CH3:22])[CH3:21], predict the reaction product. (5) Given the reactants Br[C:2]1[CH:11]=[C:10]2[C:5]([CH:6]=[CH:7][N:8]=[CH:9]2)=[CH:4][CH:3]=1.C([Li])CCC.[CH3:17][C:18]1[CH2:23][CH2:22][CH2:21][C:20]([CH3:25])([CH3:24])[C:19]=1[CH:26]=[O:27], predict the reaction product. The product is: [CH:9]1[C:10]2[C:5](=[CH:4][CH:3]=[C:2]([CH:26]([C:19]3[C:20]([CH3:25])([CH3:24])[CH2:21][CH2:22][CH2:23][C:18]=3[CH3:17])[OH:27])[CH:11]=2)[CH:6]=[CH:7][N:8]=1. (6) Given the reactants Cl[CH2:2][CH2:3][CH2:4][CH2:5][N:6]1[C:14]([O:15]C)=[N:13][C:12]2[C:7]1=[N:8][C:9]([O:18][C@@H:19]([CH3:22])[CH2:20][CH3:21])=[N:10][C:11]=2[NH2:17].[CH3:23][CH:24]([N:26]1[CH2:31][CH2:30][NH:29][CH2:28][CH2:27]1)[CH3:25], predict the reaction product. The product is: [NH2:17][C:11]1[N:10]=[C:9]([O:18][C@@H:19]([CH3:22])[CH2:20][CH3:21])[N:8]=[C:7]2[C:12]=1[NH:13][C:14](=[O:15])[N:6]2[CH2:5][CH2:4][CH2:3][CH2:2][N:29]1[CH2:30][CH2:31][N:26]([CH:24]([CH3:25])[CH3:23])[CH2:27][CH2:28]1. (7) Given the reactants Cl[C:2]1[C:11]2[C:6](=[CH:7][CH:8]=[C:9]([N:12]([CH3:17])[S:13]([CH3:16])(=[O:15])=[O:14])[CH:10]=2)[CH:5]=[N:4][CH:3]=1.[CH3:18][N:19]1[CH:23]=[C:22]([C:24]2[CH:29]=[CH:28][C:27](B3OC(C)(C)C(C)(C)O3)=[CH:26][CH:25]=2)[CH:21]=[N:20]1.C([O-])([O-])=O.[Na+].[Na+], predict the reaction product. The product is: [CH3:17][N:12]([C:9]1[CH:10]=[C:11]2[C:6](=[CH:7][CH:8]=1)[CH:5]=[N:4][CH:3]=[C:2]2[C:27]1[CH:26]=[CH:25][C:24]([C:22]2[CH:21]=[N:20][N:19]([CH3:18])[CH:23]=2)=[CH:29][CH:28]=1)[S:13]([CH3:16])(=[O:15])=[O:14].